Task: Regression. Given a peptide amino acid sequence and an MHC pseudo amino acid sequence, predict their binding affinity value. This is MHC class II binding data.. Dataset: Peptide-MHC class II binding affinity with 134,281 pairs from IEDB (1) The peptide sequence is TTIMFLARAIVFVCV. The binding affinity (normalized) is 0.532. The MHC is DRB1_0101 with pseudo-sequence DRB1_0101. (2) The peptide sequence is HDIYIVMPVFIIKR. The MHC is DRB1_1302 with pseudo-sequence DRB1_1302. The binding affinity (normalized) is 0.392. (3) The peptide sequence is QKLIEDINASFRAAM. The MHC is HLA-DPA10301-DPB10402 with pseudo-sequence HLA-DPA10301-DPB10402. The binding affinity (normalized) is 0.207.